From a dataset of Full USPTO retrosynthesis dataset with 1.9M reactions from patents (1976-2016). Predict the reactants needed to synthesize the given product. (1) Given the product [N:29]([CH2:2][C:3]1[C:12]([C:13]2[CH:18]=[CH:17][CH:16]=[CH:15][C:14]=2[C:19]([F:22])([F:21])[F:20])=[N:11][C:10]2[C:5](=[CH:6][CH:7]=[CH:8][C:9]=2[Cl:23])[N:4]=1)=[N+:30]=[N-:31], predict the reactants needed to synthesize it. The reactants are: Br[CH2:2][C:3]1[C:12]([C:13]2[CH:18]=[CH:17][CH:16]=[CH:15][C:14]=2[C:19]([F:22])([F:21])[F:20])=[N:11][C:10]2[C:5](=[CH:6][CH:7]=[CH:8][C:9]=2[Cl:23])[N:4]=1.CN(C=O)C.[N-:29]=[N+:30]=[N-:31].[Na+]. (2) The reactants are: [H-].[Al+3].[Li+].[H-].[H-].[H-].[O:7]1[C:11]2[CH:12]=[C:13]([C:16](OC)=[O:17])[CH:14]=[CH:15][C:10]=2[CH2:9][CH2:8]1.[OH-].[Na+]. Given the product [O:7]1[C:11]2[CH:12]=[C:13]([CH2:16][OH:17])[CH:14]=[CH:15][C:10]=2[CH2:9][CH2:8]1, predict the reactants needed to synthesize it. (3) The reactants are: [C:1]([C:3]1[CH:8]=[CH:7][CH:6]=[CH:5][CH:4]=1)#[CH:2].[Li][CH2:10]CCC.[C:14]1([C:20]#[C:21][C:22]2[CH:29]=[CH:28][CH:27]=[CH:26][C:23]=2[CH:24]=[O:25])[CH:19]=[CH:18][CH:17]=[CH:16][CH:15]=1.IC. Given the product [CH3:10][O:25][CH:24]([C:23]1[CH:26]=[CH:27][CH:28]=[CH:29][C:22]=1[C:21]#[C:20][C:14]1[CH:15]=[CH:16][CH:17]=[CH:18][CH:19]=1)[C:2]#[C:1][C:3]1[CH:8]=[CH:7][CH:6]=[CH:5][CH:4]=1, predict the reactants needed to synthesize it. (4) Given the product [NH2:7][C:8]1[N:9]([CH3:26])[C:10](=[O:25])[C:11]([CH3:23])([CH3:24])[C@:12]([C:15]2[CH:20]=[C:19]([NH:37][C:32]3[CH:33]=[CH:34][CH:35]=[CH:36][C:31]=3[O:30][C:29]([F:28])([F:38])[F:39])[CH:18]=[CH:17][C:16]=2[F:22])([CH3:14])[N:13]=1, predict the reactants needed to synthesize it. The reactants are: C(OC(=O)[NH:7][C:8]1[N:9]([CH3:26])[C:10](=[O:25])[C:11]([CH3:24])([CH3:23])[C@:12]([C:15]2[CH:20]=[C:19](Br)[CH:18]=[CH:17][C:16]=2[F:22])([CH3:14])[N:13]=1)(C)(C)C.[F:28][C:29]([F:39])([F:38])[O:30][C:31]1[CH:36]=[CH:35][CH:34]=[CH:33][C:32]=1[NH2:37]. (5) Given the product [CH:34]1([C:18]2[C:17]([CH2:16][S:15][C:12]3[CH:13]=[CH:14][C:9]([O:8][C:5]([CH3:6])([CH3:7])[C:4]([OH:38])=[O:3])=[C:10]([CH3:37])[CH:11]=3)=[CH:22][N:21]=[C:20]([C:23]3[CH:24]=[CH:25][C:26]([O:29][C:30]([F:31])([F:33])[F:32])=[CH:27][CH:28]=3)[N:19]=2)[CH2:36][CH2:35]1, predict the reactants needed to synthesize it. The reactants are: C([O:3][C:4](=[O:38])[C:5]([O:8][C:9]1[CH:14]=[CH:13][C:12]([S:15][CH2:16][C:17]2[C:18]([CH:34]3[CH2:36][CH2:35]3)=[N:19][C:20]([C:23]3[CH:28]=[CH:27][C:26]([O:29][C:30]([F:33])([F:32])[F:31])=[CH:25][CH:24]=3)=[N:21][CH:22]=2)=[CH:11][C:10]=1[CH3:37])([CH3:7])[CH3:6])C.[Li+].[OH-]. (6) Given the product [Cl:14][C:5]1[C:6]2[CH2:10][O:9][C:8](=[O:11])[C:7]=2[CH:12]=[CH:13][C:4]=1[CH2:1][CH:2]=[O:15], predict the reactants needed to synthesize it. The reactants are: [CH2:1]([C:4]1[CH:13]=[CH:12][C:7]2[C:8](=[O:11])[O:9][CH2:10][C:6]=2[C:5]=1[Cl:14])[CH:2]=C.[O:15]=[O+][O-].CSC. (7) Given the product [NH2:6][C:5]1[N:19]([C:16]2[CH:17]=[CH:18][C:13]([CH3:12])=[CH:14][CH:15]=2)[N:20]=[CH:3][C:4]=1[N:7]=[O:8], predict the reactants needed to synthesize it. The reactants are: CO[CH:3](OC)[C:4](=[N:7][OH:8])[C:5]#[N:6].Cl.[CH3:12][C:13]1[CH:18]=[CH:17][C:16]([NH:19][NH2:20])=[CH:15][CH:14]=1.Cl.N.